Dataset: Forward reaction prediction with 1.9M reactions from USPTO patents (1976-2016). Task: Predict the product of the given reaction. (1) The product is: [N:32]1([C:35]2[CH:36]=[C:37]([CH2:41][OH:42])[CH:38]=[CH:39][CH:40]=2)[CH2:33][CH2:34][NH:29][CH2:30][CH2:31]1. Given the reactants C(OC(N1CCNCC1C1C=CC=C(CO)C=1)=O)(C)(C)C.C(OC([N:29]1[CH2:34][CH2:33][N:32]([C:35]2[CH:40]=[CH:39][CH:38]=[C:37]([CH2:41][OH:42])[CH:36]=2)[CH2:31][CH2:30]1)=O)(C)(C)C.C(O)C.Cl, predict the reaction product. (2) Given the reactants [CH:1]([C:3]1[C:4]([NH:9]C(=O)C(C)(C)C)=[N:5][CH:6]=[CH:7][CH:8]=1)=[O:2], predict the reaction product. The product is: [NH2:9][C:4]1[C:3]([CH:1]=[O:2])=[CH:8][CH:7]=[CH:6][N:5]=1. (3) The product is: [C:16]([O-:18])(=[O:17])[CH2:15][CH2:14][CH2:13][CH3:12].[Si:43]([O:44][C@@H:45]([CH2:48][CH2:49][CH2:50][CH2:51][CH3:52])/[CH:30]=[CH:29]/[C@H:28]1[C@H:27]2[C@H:23]([CH:24]=[C:25]([CH2:31][CH2:32][CH2:33][CH2:34][C:35]([O:37][CH3:38])=[O:36])[CH2:26]2)[CH2:22][C@@H:21]1[OH:20])([C:39]([CH3:40])([CH3:41])[CH3:42])([CH3:54])[CH3:53]. Given the reactants O[C@H]1[C@H](C=C)[C@@H]2[C@@H](C=C([CH2:12][CH2:13][CH2:14][CH2:15][C:16]([O:18]C)=[O:17])C2)C1.[OH:20][C@@H:21]1[C@@H:28]([CH:29]=[CH2:30])[C@H:27]2[C@H:23]([CH:24]=[C:25]([CH2:31][CH2:32][CH2:33][CH2:34][C:35]([O:37][CH3:38])=[O:36])[CH2:26]2)[CH2:22]1.[C:39]([Si:43]([CH3:54])([CH3:53])[O:44][C@@H:45]([CH2:48][CH2:49][CH2:50][CH2:51][CH3:52])C=C)([CH3:42])([CH3:41])[CH3:40], predict the reaction product. (4) The product is: [NH2:1][C:2]1[C:10]([CH3:11])=[CH:9][C:8]([Br:19])=[C:4]([CH:3]=1)[C:5]([OH:7])=[O:6]. Given the reactants [NH2:1][C:2]1[CH:3]=[C:4]([CH:8]=[CH:9][C:10]=1[CH3:11])[C:5]([OH:7])=[O:6].C1C(=O)N([Br:19])C(=O)C1, predict the reaction product. (5) Given the reactants [OH-].[K+].[CH3:3][C:4]1[C:13]2[C:8](=[C:9]([C:18](=[O:20])[CH3:19])[C:10]([O:14][CH2:15][CH:16]=[CH2:17])=[CH:11][CH:12]=2)[O:7][C:6](=[O:21])[CH:5]=1.[CH3:22][O:23][C:24]1[CH:25]=[C:26]([CH:29]=[CH:30][CH:31]=1)[CH:27]=O, predict the reaction product. The product is: [CH3:3][C:4]1[C:13]2[C:8](=[C:9]([C:18](=[O:20])[CH:19]=[CH:27][C:26]3[CH:29]=[CH:30][CH:31]=[C:24]([O:23][CH3:22])[CH:25]=3)[C:10]([O:14][CH2:15][CH:16]=[CH2:17])=[CH:11][CH:12]=2)[O:7][C:6](=[O:21])[CH:5]=1. (6) Given the reactants [O:1]=[C:2]1[C:11]2[C:6](=[CH:7][CH:8]=[C:9]([C:12]#[C:13][CH2:14][C:15]3[CH:20]=[CH:19][CH:18]=[CH:17][CH:16]=3)[CH:10]=2)[CH:5]=[CH:4][N:3]1[CH2:21][C:22]1[CH:30]=[CH:29][C:25]([C:26](O)=[O:27])=[CH:24][CH:23]=1.[NH2:31][C:32]1[N:33]=[N:34][C:35](=[O:37])[CH:36]=1, predict the reaction product. The product is: [O:37]=[C:35]1[NH:34][N:33]=[C:32]([NH:31][C:26](=[O:27])[C:25]2[CH:24]=[CH:23][C:22]([CH2:21][N:3]3[CH:4]=[CH:5][C:6]4[C:11](=[CH:10][C:9]([C:12]#[C:13][CH2:14][C:15]5[CH:20]=[CH:19][CH:18]=[CH:17][CH:16]=5)=[CH:8][CH:7]=4)[C:2]3=[O:1])=[CH:30][CH:29]=2)[CH2:36]1. (7) Given the reactants [NH2:1][C:2]1[C:11]2[C:6](=[CH:7][CH:8]=[C:9]([C:12]3[S:16][C:15]([CH2:17][NH:18][C:19]4[C:24]([S:25]([NH:28][CH2:29][C:30]5[CH:35]=[CH:34][C:33]([F:36])=[C:32]([F:37])[CH:31]=5)(=[O:27])=[O:26])=[CH:23][C:22](Br)=[CH:21][N:20]=4)=[CH:14][CH:13]=3)[CH:10]=2)[N:5]=[CH:4][N:3]=1.[H][H], predict the reaction product. The product is: [NH2:1][C:2]1[C:11]2[C:6](=[CH:7][CH:8]=[C:9]([C:12]3[S:16][C:15]([CH2:17][NH:18][C:19]4[C:24]([S:25]([NH:28][CH2:29][C:30]5[CH:35]=[CH:34][C:33]([F:36])=[C:32]([F:37])[CH:31]=5)(=[O:27])=[O:26])=[CH:23][CH:22]=[CH:21][N:20]=4)=[CH:14][CH:13]=3)[CH:10]=2)[N:5]=[CH:4][N:3]=1. (8) Given the reactants Br[CH2:2][C:3]([C:5]1[S:6][CH:7]=[CH:8][C:9]=1[Cl:10])=O.[Cl:11][C:12]1[CH:20]=[CH:19][C:15]([C:16]([NH2:18])=[NH:17])=[CH:14][CH:13]=1, predict the reaction product. The product is: [Cl:11][C:12]1[CH:20]=[CH:19][C:15]([C:16]2[NH:17][C:3]([C:5]3[S:6][CH:7]=[CH:8][C:9]=3[Cl:10])=[CH:2][N:18]=2)=[CH:14][CH:13]=1. (9) Given the reactants [H-].[Al+3].[Li+].[H-].[H-].[H-].C[O:8][C:9](=O)[C@@H:10]([NH2:20])[CH2:11][CH2:12][O:13][C:14]1[CH:19]=[CH:18][CH:17]=[CH:16][CH:15]=1.[OH-].[Na+], predict the reaction product. The product is: [NH2:20][C@@H:10]([CH2:11][CH2:12][O:13][C:14]1[CH:19]=[CH:18][CH:17]=[CH:16][CH:15]=1)[CH2:9][OH:8]. (10) The product is: [CH:18]([N:17]1[C:11]2[CH:10]=[C:9]([NH:8][C:6]3[CH:5]=[CH:4][N:3]=[C:2]([N:28]4[CH:29]=[C:25]([CH:22]([OH:24])[CH3:23])[N:26]=[CH:27]4)[N:7]=3)[N:14]=[CH:13][C:12]=2[N:15]=[C:16]1[CH3:21])([CH3:20])[CH3:19]. Given the reactants Cl[C:2]1[N:7]=[C:6]([NH:8][C:9]2[N:14]=[CH:13][C:12]3[N:15]=[C:16]([CH3:21])[N:17]([CH:18]([CH3:20])[CH3:19])[C:11]=3[CH:10]=2)[CH:5]=[CH:4][N:3]=1.[C:22]([C:25]1[N:26]=[CH:27][NH:28][CH:29]=1)(=[O:24])[CH3:23].C(=O)([O-])[O-].[Cs+].[Cs+].[BH4-].[Na+], predict the reaction product.